The task is: Predict the reactants needed to synthesize the given product.. This data is from Full USPTO retrosynthesis dataset with 1.9M reactions from patents (1976-2016). (1) The reactants are: [CH2:1]([OH:8])[CH2:2][CH2:3][CH2:4][CH2:5][CH2:6][OH:7].[CH3:9][C:10]1[CH:15]=[CH:14][C:13]([S:16](Cl)(=[O:18])=[O:17])=[CH:12][CH:11]=1. Given the product [CH3:9][C:10]1[CH:15]=[CH:14][C:13]([S:16]([O:7][CH2:6][CH2:5][CH2:4][CH2:3][CH2:2][CH2:1][OH:8])(=[O:18])=[O:17])=[CH:12][CH:11]=1, predict the reactants needed to synthesize it. (2) The reactants are: [OH:1][C@H:2]1[C:10]2[C:5](=[CH:6][CH:7]=[CH:8][CH:9]=2)[CH2:4][C@:3]1([CH2:20][C:21]1[CH:31]=[CH:30][C:24]([C:25]([N:27]([CH3:29])[CH3:28])=[O:26])=[CH:23][CH:22]=1)[C:11]1[CH2:12][C:13]2[C:18]([CH:19]=1)=[CH:17][CH:16]=[CH:15][CH:14]=2.C1CCC(N=C=NC2CCCCC2)CC1.C([NH:64][C@H:65]([C:70](O)=[O:71])[CH2:66][CH:67]([CH3:69])[CH3:68])(OCC1C2C(=CC=CC=2)C2C1=CC=CC=2)=O. Given the product [NH2:64][C@H:65]([C:70]([O:1][C@H:2]1[C:10]2[C:5](=[CH:6][CH:7]=[CH:8][CH:9]=2)[CH2:4][C@:3]1([CH2:20][C:21]1[CH:31]=[CH:30][C:24]([C:25](=[O:26])[N:27]([CH3:28])[CH3:29])=[CH:23][CH:22]=1)[C:11]1[CH2:12][C:13]2[C:18]([CH:19]=1)=[CH:17][CH:16]=[CH:15][CH:14]=2)=[O:71])[CH2:66][CH:67]([CH3:69])[CH3:68], predict the reactants needed to synthesize it. (3) Given the product [Cl:1][C:2]1[C:7](=[O:8])[N:6]([CH3:9])[CH:5]=[C:4]([N:10]2[CH:17]([C:18]3[CH:23]=[CH:22][C:21]([Cl:24])=[CH:20][CH:19]=3)[C:16]3[C:12](=[N:13][NH:14][C:15]=3[CH3:25])[C:11]2=[O:35])[CH:3]=1, predict the reactants needed to synthesize it. The reactants are: [Cl:1][C:2]1[C:7](=[O:8])[N:6]([CH3:9])[CH:5]=[C:4]([N:10]2[CH:17]([C:18]3[CH:23]=[CH:22][C:21]([Cl:24])=[CH:20][CH:19]=3)[C:16]3[C:12](=[N:13][N:14](CC4C=CC(OC)=CC=4)[C:15]=3[CH3:25])[C:11]2=[O:35])[CH:3]=1.